Dataset: NCI-60 drug combinations with 297,098 pairs across 59 cell lines. Task: Regression. Given two drug SMILES strings and cell line genomic features, predict the synergy score measuring deviation from expected non-interaction effect. (1) Drug 1: CN1C(=O)N2C=NC(=C2N=N1)C(=O)N. Drug 2: CCN(CC)CCNC(=O)C1=C(NC(=C1C)C=C2C3=C(C=CC(=C3)F)NC2=O)C. Cell line: EKVX. Synergy scores: CSS=-0.0200, Synergy_ZIP=-2.45, Synergy_Bliss=-6.07, Synergy_Loewe=-4.60, Synergy_HSA=-4.37. (2) Drug 1: C1=CC=C(C=C1)NC(=O)CCCCCCC(=O)NO. Drug 2: B(C(CC(C)C)NC(=O)C(CC1=CC=CC=C1)NC(=O)C2=NC=CN=C2)(O)O. Cell line: NCI-H522. Synergy scores: CSS=63.4, Synergy_ZIP=-0.137, Synergy_Bliss=1.06, Synergy_Loewe=-25.0, Synergy_HSA=0.523. (3) Drug 1: CN1C(=O)N2C=NC(=C2N=N1)C(=O)N. Drug 2: COCCOC1=C(C=C2C(=C1)C(=NC=N2)NC3=CC=CC(=C3)C#C)OCCOC.Cl. Cell line: SR. Synergy scores: CSS=49.0, Synergy_ZIP=0.984, Synergy_Bliss=-1.64, Synergy_Loewe=-4.03, Synergy_HSA=-1.40. (4) Drug 2: C1=NNC2=C1C(=O)NC=N2. Drug 1: C1=NC(=NC(=O)N1C2C(C(C(O2)CO)O)O)N. Synergy scores: CSS=54.4, Synergy_ZIP=-0.161, Synergy_Bliss=2.85, Synergy_Loewe=0.736, Synergy_HSA=5.65. Cell line: CCRF-CEM. (5) Drug 1: CN(C)N=NC1=C(NC=N1)C(=O)N. Drug 2: CC1=C2C(C(=O)C3(C(CC4C(C3C(C(C2(C)C)(CC1OC(=O)C(C(C5=CC=CC=C5)NC(=O)C6=CC=CC=C6)O)O)OC(=O)C7=CC=CC=C7)(CO4)OC(=O)C)O)C)OC(=O)C. Cell line: SF-268. Synergy scores: CSS=29.3, Synergy_ZIP=3.44, Synergy_Bliss=5.29, Synergy_Loewe=-8.56, Synergy_HSA=0.273. (6) Drug 1: CN1C2=C(C=C(C=C2)N(CCCl)CCCl)N=C1CCCC(=O)O.Cl. Drug 2: CC12CCC3C(C1CCC2OP(=O)(O)O)CCC4=C3C=CC(=C4)OC(=O)N(CCCl)CCCl.[Na+]. Cell line: SK-MEL-5. Synergy scores: CSS=42.4, Synergy_ZIP=3.10, Synergy_Bliss=0.635, Synergy_Loewe=4.64, Synergy_HSA=3.37. (7) Drug 1: CC1=C(C(CCC1)(C)C)C=CC(=CC=CC(=CC(=O)O)C)C. Drug 2: C(CN)CNCCSP(=O)(O)O. Cell line: BT-549. Synergy scores: CSS=2.04, Synergy_ZIP=-2.87, Synergy_Bliss=-6.51, Synergy_Loewe=-0.998, Synergy_HSA=-5.10. (8) Drug 1: C1CN1P(=S)(N2CC2)N3CC3. Drug 2: CC=C1C(=O)NC(C(=O)OC2CC(=O)NC(C(=O)NC(CSSCCC=C2)C(=O)N1)C(C)C)C(C)C. Cell line: SNB-19. Synergy scores: CSS=25.9, Synergy_ZIP=5.01, Synergy_Bliss=9.94, Synergy_Loewe=-16.3, Synergy_HSA=5.87. (9) Drug 1: C(CC(=O)O)C(=O)CN.Cl. Drug 2: CC(C)NC(=O)C1=CC=C(C=C1)CNNC.Cl. Cell line: EKVX. Synergy scores: CSS=17.9, Synergy_ZIP=0.0497, Synergy_Bliss=2.19, Synergy_Loewe=0.695, Synergy_HSA=0.983.